This data is from Full USPTO retrosynthesis dataset with 1.9M reactions from patents (1976-2016). The task is: Predict the reactants needed to synthesize the given product. (1) Given the product [Br:8][CH2:9][C:10]1[CH:15]=[CH:14][C:13]([CH2:16][N:3]2[C:2]([CH3:1])=[CH:6][C:5]([CH3:7])=[N:4]2)=[CH:12][CH:11]=1, predict the reactants needed to synthesize it. The reactants are: [CH3:1][C:2]1[CH:6]=[C:5]([CH3:7])[NH:4][N:3]=1.[Br:8][CH2:9][C:10]1[CH:15]=[CH:14][C:13]([CH2:16]Br)=[CH:12][CH:11]=1.[H-].[Na+]. (2) Given the product [CH2:11]([O:18][CH2:19][C@H:20]1[CH2:25][CH2:24][C@H:23]([C@H:26]2[CH2:30][CH2:29][CH2:28][NH:27]2)[CH2:22][CH2:21]1)[C:12]1[CH:17]=[CH:16][CH:15]=[CH:14][CH:13]=1, predict the reactants needed to synthesize it. The reactants are: C(O)(=O)C(C(C(O)=O)O)O.[CH2:11]([O:18][CH2:19][C@H:20]1[CH2:25][CH2:24][C@H:23]([C@H:26]2[CH2:30][CH2:29][CH2:28][NH:27]2)[CH2:22][CH2:21]1)[C:12]1[CH:17]=[CH:16][CH:15]=[CH:14][CH:13]=1.